From a dataset of Full USPTO retrosynthesis dataset with 1.9M reactions from patents (1976-2016). Predict the reactants needed to synthesize the given product. (1) Given the product [C:1]([N:5]1[C:9]([C:10]2[CH:15]=[CH:14][C:13]([O:16][CH3:17])=[CH:12][CH:11]=2)=[CH:8][C:7]([CH2:18][CH2:19][CH2:20][N:32]2[CH2:31][CH2:30][N:29]([C:24]3[CH:25]=[CH:26][CH:27]=[CH:28][C:23]=3[F:22])[CH2:34][CH2:33]2)=[N:6]1)([CH3:3])([CH3:2])[CH3:4], predict the reactants needed to synthesize it. The reactants are: [C:1]([N:5]1[C:9]([C:10]2[CH:15]=[CH:14][C:13]([O:16][CH3:17])=[CH:12][CH:11]=2)=[CH:8][C:7]([CH2:18][CH2:19][CH:20]=O)=[N:6]1)([CH3:4])([CH3:3])[CH3:2].[F:22][C:23]1[CH:28]=[CH:27][CH:26]=[CH:25][C:24]=1[N:29]1[CH2:34][CH2:33][NH:32][CH2:31][CH2:30]1.CCN(C(C)C)C(C)C.[BH-](OC(C)=O)(OC(C)=O)OC(C)=O.[Na+]. (2) Given the product [O:12]=[C:7]1[NH:8][C:9]2[N:10]=[CH:11][C:2](/[CH:15]=[CH:14]/[C:13]([O:17][C:18]([CH3:21])([CH3:20])[CH3:19])=[O:16])=[CH:3][C:4]=2[CH2:5][CH2:6]1, predict the reactants needed to synthesize it. The reactants are: Br[C:2]1[CH:3]=[C:4]2[C:9](=[N:10][CH:11]=1)[NH:8][C:7](=[O:12])[CH2:6][CH2:5]2.[C:13]([O:17][C:18]([CH3:21])([CH3:20])[CH3:19])(=[O:16])[CH:14]=[CH2:15].CCN(C(C)C)C(C)C.CC1C=CC=CC=1P(C1C=CC=CC=1C)C1C=CC=CC=1C. (3) Given the product [Cl:1][C:2]1[CH:7]=[C:6]([N+:8]([O-:10])=[O:9])[CH:5]=[CH:4][C:3]=1[O:11][CH2:20][CH2:19][N:21]([CH2:25][CH3:26])[CH2:22][CH3:23], predict the reactants needed to synthesize it. The reactants are: [Cl:1][C:2]1[CH:7]=[C:6]([N+:8]([O-:10])=[O:9])[CH:5]=[CH:4][C:3]=1[OH:11].C(=O)([O-])[O-].[K+].[K+].Cl.[CH2:19]([N:21]([CH2:25][CH3:26])[CH2:22][CH2:23]Cl)[CH3:20]. (4) Given the product [CH2:16]([O:15][C:7]([C:8]1([C:9]([O:11][CH2:12][CH3:13])=[O:10])[CH2:5][CH:4]1[CH:3]=[CH2:2])=[O:14])[CH3:17], predict the reactants needed to synthesize it. The reactants are: Br[CH2:2]/[CH:3]=[CH:4]/[CH2:5]Br.[C:7]([O:15][CH2:16][CH3:17])(=[O:14])[CH2:8][C:9]([O:11][CH2:12][CH3:13])=[O:10].[OH-].[K+].[Cl-].C(C([NH3+])(C(=O)CCCCCCC)C(=O)CCCCCCC)(=O)CCCCCCC. (5) Given the product [CH3:1][O:2][C:3]1[CH:4]=[C:5]2[C:10](=[CH:11][C:12]=1[O:13][CH3:14])[N:9]=[CH:8][CH:7]=[C:6]2[O:15][C:16]1[C:22]([CH3:23])=[CH:21][C:19]([NH:20][C:40](=[O:42])[O:58][CH:56]([C:55]2[CH:59]=[CH:60][CH:61]=[C:53]([O:52][CH3:51])[CH:54]=2)[CH3:57])=[C:18]([CH3:24])[CH:17]=1, predict the reactants needed to synthesize it. The reactants are: [CH3:1][O:2][C:3]1[CH:4]=[C:5]2[C:10](=[CH:11][C:12]=1[O:13][CH3:14])[N:9]=[CH:8][CH:7]=[C:6]2[O:15][C:16]1[C:22]([CH3:23])=[CH:21][C:19]([NH2:20])=[C:18]([CH3:24])[CH:17]=1.C1(C)C=CC=CC=1.C(N(CC)CC)C.Cl[C:40](Cl)([O:42]C(=O)OC(Cl)(Cl)Cl)Cl.[CH3:51][O:52][C:53]1[CH:54]=[C:55]([CH:59]=[CH:60][CH:61]=1)[CH:56]([OH:58])[CH3:57].